Dataset: Forward reaction prediction with 1.9M reactions from USPTO patents (1976-2016). Task: Predict the product of the given reaction. (1) Given the reactants [CH3:1][C:2]([CH3:33])([CH3:32])[CH2:3][C:4]([NH:6][C:7]1[CH:8]=[C:9]2[C:13](=[CH:14][CH:15]=1)[N:12]([CH2:16][C:17]1[CH:22]=[CH:21][CH:20]=[CH:19][C:18]=1[C:23]([F:26])([F:25])[F:24])[C:11]([C:27]([O:29]CC)=[O:28])=[CH:10]2)=[O:5].[OH-].[Li+], predict the reaction product. The product is: [CH3:1][C:2]([CH3:33])([CH3:32])[CH2:3][C:4]([NH:6][C:7]1[CH:8]=[C:9]2[C:13](=[CH:14][CH:15]=1)[N:12]([CH2:16][C:17]1[CH:22]=[CH:21][CH:20]=[CH:19][C:18]=1[C:23]([F:24])([F:25])[F:26])[C:11]([C:27]([OH:29])=[O:28])=[CH:10]2)=[O:5]. (2) Given the reactants [C:1]([O:5][C:6]([N:8]1[CH2:14][CH2:13][C:12]2[C:15]([S:20]C(=O)N(C)C)=[C:16]([Cl:19])[CH:17]=[CH:18][C:11]=2[CH2:10][CH2:9]1)=[O:7])([CH3:4])([CH3:3])[CH3:2].[OH-].[K+].[H-].[Na+].Br[C@@H:31]([C:33]1[CH:38]=[CH:37][C:36]([C:39](=[O:45])[CH2:40][C:41]([CH3:44])([CH3:43])[CH3:42])=[CH:35][CH:34]=1)[CH3:32].O[C@H](C1C=CC(C(=O)CC(C)(C)C)=CC=1)C.C1(P(C2C=CC=CC=2)C2C=CC=CC=2)C=CC=CC=1.C1C(=O)N(Br)C(=O)C1, predict the reaction product. The product is: [C:1]([O:5][C:6]([N:8]1[CH2:14][CH2:13][C:12]2[C:15]([S:20][C@H:31]([C:33]3[CH:38]=[CH:37][C:36]([C:39](=[O:45])[CH2:40][C:41]([CH3:44])([CH3:43])[CH3:42])=[CH:35][CH:34]=3)[CH3:32])=[C:16]([Cl:19])[CH:17]=[CH:18][C:11]=2[CH2:10][CH2:9]1)=[O:7])([CH3:2])([CH3:3])[CH3:4]. (3) Given the reactants [C:1]([O:5][C:6]([N:8]1[CH2:13][CH2:12][CH:11]([CH:14]([C:16]2[CH:21]=[CH:20][C:19]([Cl:22])=[CH:18][CH:17]=2)[OH:15])[CH2:10][CH2:9]1)=[O:7])([CH3:4])([CH3:3])[CH3:2].C1C=C[NH+]=CC=1.[O-][Cr](Cl)(=O)=O, predict the reaction product. The product is: [C:1]([O:5][C:6]([N:8]1[CH2:13][CH2:12][CH:11]([C:14](=[O:15])[C:16]2[CH:17]=[CH:18][C:19]([Cl:22])=[CH:20][CH:21]=2)[CH2:10][CH2:9]1)=[O:7])([CH3:4])([CH3:2])[CH3:3]. (4) Given the reactants [Br:1]Br.[CH3:3][C:4]([CH3:17])([CH3:16])[CH2:5][N:6]1[C:10]2[CH:11]=[C:12]([OH:15])[CH:13]=[CH:14][C:9]=2[N:8]=[N:7]1.[CH3:18][C:19]([CH3:32])([CH3:31])[CH2:20][N:21]1[C:25]2[CH:26]=[CH:27][C:28]([OH:30])=[CH:29][C:24]=2[N:23]=[N:22]1, predict the reaction product. The product is: [Br:1][C:11]1[C:10]2[N:6]([CH2:5][C:4]([CH3:17])([CH3:16])[CH3:3])[N:7]=[N:8][C:9]=2[CH:14]=[CH:13][C:12]=1[OH:15].[Br:1][C:29]1[C:24]2[N:23]=[N:22][N:21]([CH2:20][C:19]([CH3:32])([CH3:31])[CH3:18])[C:25]=2[CH:26]=[CH:27][C:28]=1[OH:30]. (5) The product is: [Cl:1][C:2]1[CH:3]=[CH:4][C:5]2[CH2:11][S:10](=[O:12])(=[O:13])[N:9]([CH2:22][CH3:23])[N:8]=[C:7]([C:14]3[CH:19]=[CH:18][C:17]([F:20])=[CH:16][CH:15]=3)[C:6]=2[CH:21]=1. Given the reactants [Cl:1][C:2]1[CH:3]=[CH:4][C:5]2[CH2:11][S:10](=[O:13])(=[O:12])[NH:9][N:8]=[C:7]([C:14]3[CH:19]=[CH:18][C:17]([F:20])=[CH:16][CH:15]=3)[C:6]=2[CH:21]=1.[CH2:22](I)[CH3:23], predict the reaction product. (6) Given the reactants Cl[C:2]1[CH:7]=[C:6]([C:8]2[CH:13]=[CH:12][C:11]([F:14])=[CH:10][C:9]=2[O:15][CH3:16])[C:5]([F:17])=[CH:4][N:3]=1.[NH2:18][C:19]1[CH:24]=[C:23]([CH2:25][OH:26])[CH:22]=[CH:21][N:20]=1.CC1(C)C2C=CC=C(P(C3C=CC=CC=3)C3C=CC=CC=3)C=2OC2C1=CC=CC=2P(C1C=CC=CC=1)C1C=CC=CC=1.C(=O)([O-])[O-].[Cs+].[Cs+], predict the reaction product. The product is: [F:17][C:5]1[C:6]([C:8]2[CH:13]=[CH:12][C:11]([F:14])=[CH:10][C:9]=2[O:15][CH3:16])=[CH:7][C:2]([NH:18][C:19]2[CH:24]=[C:23]([CH2:25][OH:26])[CH:22]=[CH:21][N:20]=2)=[N:3][CH:4]=1. (7) Given the reactants Br[C:2]1[CH:23]=[CH:22][C:5]([C:6]([NH:8][S:9]([C:12]2[CH:17]=[CH:16][CH:15]=[CH:14][C:13]=2[S:18](=[O:21])(=[O:20])[NH2:19])(=[O:11])=[O:10])=[O:7])=[CH:4][CH:3]=1.[CH2:24]([C:26]([OH:31])([CH2:29][CH3:30])[C:27]#[CH:28])[CH3:25].C(NC(C)C)(C)C, predict the reaction product. The product is: [CH2:27]([C:26]([OH:31])([CH2:29][CH3:30])[C:24]#[C:25][C:2]1[CH:23]=[CH:22][C:5]([C:6]([NH:8][S:9]([C:12]2[CH:17]=[CH:16][CH:15]=[CH:14][C:13]=2[S:18](=[O:21])(=[O:20])[NH2:19])(=[O:11])=[O:10])=[O:7])=[CH:4][CH:3]=1)[CH3:28]. (8) Given the reactants [CH:10]([BH-]([CH:10]([CH2:12][CH3:13])[CH3:11])[CH:10]([CH2:12][CH3:13])[CH3:11])([CH2:12][CH3:13])[CH3:11].[Li+].[Si:15]([O:22][C@H:23]([C:25](=[O:32])/[CH:26]=[CH:27]/[CH2:28][CH2:29][CH2:30][CH3:31])[CH3:24])([C:18]([CH3:21])([CH3:20])[CH3:19])([CH3:17])[CH3:16].O1CCC[CH2:34]1, predict the reaction product. The product is: [Si:15]([O:22][C@@H:23](/[CH:24]=[CH:34]/[CH2:13][CH2:12][CH2:10][CH3:11])[C@@H:25]([OH:32])[CH3:26])([C:18]([CH3:19])([CH3:20])[CH3:21])([CH3:16])[CH3:17].[Si:15]([O:22][C@H:23]([C@@H:25]([OH:32])/[CH:26]=[CH:27]/[CH2:28][CH2:29][CH2:30][CH3:31])[CH3:24])([C:18]([CH3:19])([CH3:21])[CH3:20])([CH3:17])[CH3:16]. (9) Given the reactants [CH2:1]([O:3][C:4]([C:6]1[O:14][C:13]2[CH:12]=[CH:11][N:10]=[CH:9][C:8]=2[C:7]=1[NH2:15])=[O:5])[CH3:2].Br[C:17]1[CH:22]=[CH:21][C:20]([S:23][CH3:24])=[CH:19][C:18]=1[F:25].CC1(C)C2C(=C(P(C3C=CC=CC=3)C3C=CC=CC=3)C=CC=2)OC2C(P(C3C=CC=CC=3)C3C=CC=CC=3)=CC=CC1=2.[O-]P([O-])([O-])=O.[K+].[K+].[K+], predict the reaction product. The product is: [CH2:1]([O:3][C:4]([C:6]1[O:14][C:13]2[CH:12]=[CH:11][N:10]=[CH:9][C:8]=2[C:7]=1[NH:15][C:17]1[CH:22]=[CH:21][C:20]([S:23][CH3:24])=[CH:19][C:18]=1[F:25])=[O:5])[CH3:2]. (10) Given the reactants C(N(CC)CC)C.[OH:8][CH:9]([C:12]1[C:13]2[N:14]([N:21]=[C:22]([C:24]([F:27])([F:26])[F:25])[CH:23]=2)[C:15]([CH2:18][O:19][CH3:20])=[CH:16][CH:17]=1)[CH2:10][CH3:11].O, predict the reaction product. The product is: [CH3:20][O:19][CH2:18][C:15]1[N:14]2[N:21]=[C:22]([C:24]([F:27])([F:26])[F:25])[CH:23]=[C:13]2[C:12]([C:9](=[O:8])[CH2:10][CH3:11])=[CH:17][CH:16]=1.